This data is from Catalyst prediction with 721,799 reactions and 888 catalyst types from USPTO. The task is: Predict which catalyst facilitates the given reaction. (1) Reactant: [CH2:1]([CH:5]1[CH2:11][N:10]([CH:12]2[CH2:16][CH2:15][CH2:14][CH2:13]2)[C:9]2[N:17]=[C:18](Cl)[N:19]=[CH:20][C:8]=2[N:7]([CH3:22])[C:6]1=[O:23])[C:2]#[C:3][CH3:4].[NH2:24][C:25]1[CH:33]=[CH:32][C:28]([C:29]([OH:31])=[O:30])=[CH:27][C:26]=1[O:34][CH3:35].O.C1(C)C=CC(S(O)(=O)=O)=CC=1. Product: [CH2:1]([CH:5]1[CH2:11][N:10]([CH:12]2[CH2:16][CH2:15][CH2:14][CH2:13]2)[C:9]2[N:17]=[C:18]([NH:24][C:25]3[CH:33]=[CH:32][C:28]([C:29]([OH:31])=[O:30])=[CH:27][C:26]=3[O:34][CH3:35])[N:19]=[CH:20][C:8]=2[N:7]([CH3:22])[C:6]1=[O:23])[C:2]#[C:3][CH3:4]. The catalyst class is: 12. (2) Reactant: CC([Si](C)(C)[O:6][C@@H:7]1[CH2:11][N:10]([C:12]([O:14][C:15]([CH3:18])([CH3:17])[CH3:16])=[O:13])[C@@H:9]([CH2:19][O:20][CH2:21][C:22]2[CH:27]=[CH:26][CH:25]=[CH:24][CH:23]=2)[CH2:8]1)(C)C.CCCC[N+](CCCC)(CCCC)CCCC.[F-]. Product: [OH:6][C@@H:7]1[CH2:11][N:10]([C:12]([O:14][C:15]([CH3:17])([CH3:18])[CH3:16])=[O:13])[C@@H:9]([CH2:19][O:20][CH2:21][C:22]2[CH:23]=[CH:24][CH:25]=[CH:26][CH:27]=2)[CH2:8]1. The catalyst class is: 1. (3) Reactant: [NH2:1][C:2]1[C:6]2[C:7](=[O:25])[N:8]([C:18]3[CH:23]=[CH:22][CH:21]=[CH:20][C:19]=3[Cl:24])[CH:9]=[C:10]([C:11]3[CH:12]=[C:13]([CH:16]=O)[S:14][CH:15]=3)[C:5]=2[NH:4][N:3]=1.[NH:26]1[CH2:30][CH2:29][CH2:28][CH2:27]1.C(O[BH-](OC(=O)C)OC(=O)C)(=O)C.[Na+].C(=O)([O-])O.[Na+]. Product: [NH2:1][C:2]1[C:6]2[C:7](=[O:25])[N:8]([C:18]3[CH:23]=[CH:22][CH:21]=[CH:20][C:19]=3[Cl:24])[CH:9]=[C:10]([C:11]3[CH:12]=[C:13]([CH2:16][N:26]4[CH2:30][CH2:29][CH2:28][CH2:27]4)[S:14][CH:15]=3)[C:5]=2[NH:4][N:3]=1. The catalyst class is: 10. (4) Reactant: [O:1]=[C:2]1[NH:7][CH:6]=[N:5][C:4]2[N:8]([C:11]3[CH:12]=[C:13]([CH:16]=[CH:17][CH:18]=3)[CH:14]=[O:15])[N:9]=[CH:10][C:3]1=2.[BH4-].[Na+]. Product: [OH:15][CH2:14][C:13]1[CH:12]=[C:11]([N:8]2[C:4]3[N:5]=[CH:6][NH:7][C:2](=[O:1])[C:3]=3[CH:10]=[N:9]2)[CH:18]=[CH:17][CH:16]=1. The catalyst class is: 5. (5) Reactant: [F:1][C:2]1[CH:7]=[CH:6][C:5]([C:8]2[N:12]([CH3:13])[N:11]=[CH:10][C:9]=2[CH:14]=O)=[CH:4][CH:3]=1.[H-].[Na+].C(OP([CH2:26][C:27]([O:29]CC)=[O:28])(OCC)=O)C.CN(C)C=O. Product: [F:1][C:2]1[CH:3]=[CH:4][C:5]([C:8]2[N:12]([CH3:13])[N:11]=[CH:10][C:9]=2/[CH:14]=[CH:26]/[C:27]([OH:29])=[O:28])=[CH:6][CH:7]=1. The catalyst class is: 6. (6) Reactant: [CH2:1]([O:3][C:4]([C:6]1[C:18]([CH2:19][CH2:20][C:21]2[CH:26]=[CH:25][C:24]([C:27]([F:30])([F:29])[F:28])=[CH:23][CH:22]=2)=[N:17][C:9]2[C@H:10]3[N:14]([C:15](=[O:16])[C:8]=2[C:7]=1[C:31]1[CH:39]=[CH:38][C:34]([C:35]([OH:37])=O)=[CH:33][CH:32]=1)[CH2:13][CH2:12][CH2:11]3)=[O:5])[CH3:2].[N:40]1[CH:45]=[CH:44][C:43]([C@@H:46]([NH2:48])[CH3:47])=[CH:42][CH:41]=1.C1CN([P+](ON2N=NC3C=CC=CC2=3)(N2CCCC2)N2CCCC2)CC1.F[P-](F)(F)(F)(F)F.[Na+].[Cl-]. Product: [O:16]=[C:15]1[N:14]2[C@@H:10]([CH2:11][CH2:12][CH2:13]2)[C:9]2[N:17]=[C:18]([CH2:19][CH2:20][C:21]3[CH:26]=[CH:25][C:24]([C:27]([F:30])([F:29])[F:28])=[CH:23][CH:22]=3)[C:6]([C:4]([O:3][CH2:1][CH3:2])=[O:5])=[C:7]([C:31]3[CH:39]=[CH:38][C:34]([C:35]([NH:48][C@H:46]([C:43]4[CH:44]=[CH:45][N:40]=[CH:41][CH:42]=4)[CH3:47])=[O:37])=[CH:33][CH:32]=3)[C:8]1=2. The catalyst class is: 3.